From a dataset of Peptide-MHC class I binding affinity with 185,985 pairs from IEDB/IMGT. Regression. Given a peptide amino acid sequence and an MHC pseudo amino acid sequence, predict their binding affinity value. This is MHC class I binding data. The peptide sequence is PPPPLQHPI. The binding affinity (normalized) is 0.0847. The MHC is HLA-B46:01 with pseudo-sequence HLA-B46:01.